From a dataset of Full USPTO retrosynthesis dataset with 1.9M reactions from patents (1976-2016). Predict the reactants needed to synthesize the given product. (1) Given the product [CH3:1][C:2]1[S:6][C:5]([N:7]2[C:12](=[O:13])[CH:11]=[CH:10][C:9]([C:14]([OH:16])=[O:15])=[CH:8]2)=[N:4][CH:3]=1, predict the reactants needed to synthesize it. The reactants are: [CH3:1][C:2]1[S:6][C:5]([N:7]2[C:12](=[O:13])[CH:11]=[CH:10][C:9]([C:14]([O:16]C)=[O:15])=[CH:8]2)=[N:4][CH:3]=1.[Li+].[OH-]. (2) Given the product [F:24][C:17]1[CH:18]=[C:19]([CH:22]=[CH:23][C:16]=1[C@@H:10]1[N:11]2[CH:12]=[N:13][CH:14]=[C:15]2[C@@:8]([OH:25])([C:5]2[CH:6]=[CH:7][C:2]([C:37]3[CH:38]=[CH:39][C:34]([O:33][CH3:32])=[CH:35][CH:36]=3)=[CH:3][CH:4]=2)[CH2:9]1)[C:20]#[N:21], predict the reactants needed to synthesize it. The reactants are: Br[C:2]1[CH:7]=[CH:6][C:5]([C@:8]2([OH:25])[C:15]3[N:11]([CH:12]=[N:13][CH:14]=3)[C@@H:10]([C:16]3[CH:23]=[CH:22][C:19]([C:20]#[N:21])=[CH:18][C:17]=3[F:24])[CH2:9]2)=[CH:4][CH:3]=1.C([O-])([O-])=O.[Na+].[Na+].[CH3:32][O:33][C:34]1[CH:39]=[CH:38][C:37](B(O)O)=[CH:36][CH:35]=1.